This data is from Full USPTO retrosynthesis dataset with 1.9M reactions from patents (1976-2016). The task is: Predict the reactants needed to synthesize the given product. (1) Given the product [CH3:25][C:23]1[S:24][C:20]2[CH:19]=[C:18]3[C:3]4([CH2:2][O:28][C:27]3=[CH:26][C:21]=2[N:22]=1)[C:11]1[C:6](=[CH:7][CH:8]=[CH:9][CH:10]=1)[N:5]([CH2:12][CH2:13][CH2:14][CH2:15][CH3:16])[C:4]4=[O:17], predict the reactants needed to synthesize it. The reactants are: O[CH2:2][C:3]1([C:18]2[C:27]([OH:28])=[CH:26][C:21]3[N:22]=[C:23]([CH3:25])[S:24][C:20]=3[CH:19]=2)[C:11]2[C:6](=[CH:7][CH:8]=[CH:9][CH:10]=2)[N:5]([CH2:12][CH2:13][CH2:14][CH2:15][CH3:16])[C:4]1=[O:17].ClC1C=CC(Cl)=C2C=1C(C1C(O)=CC3OCOC=3C=1)(CO)C(=O)N2CCCCC. (2) The reactants are: [NH2:1][C:2]1[CH:7]=[C:6](C)[C:5](C)=[CH:4][C:3]=1[NH:10][C:11]([C:13]1[NH:14][N:15]=[C:16]2[C:21]=1[CH2:20][CH2:19][N:18]([C:22]([O:24][C:25]([CH3:28])([CH3:27])[CH3:26])=[O:23])[CH2:17]2)=[O:12].CN(C(ON1N=NC2C=CC=CC1=2)=[N+](C)C)C.F[P-](F)(F)(F)(F)F.C(N(C(C)C)CC)(C)C.NC1C=C(C)C(C)=CC=1N.[Na+].[Cl-]. Given the product [NH2:1][C:2]1[CH:7]=[CH:6][CH:5]=[CH:4][C:3]=1[NH:10][C:11]([C:13]1[NH:14][N:15]=[C:16]2[C:21]=1[CH2:20][CH2:19][N:18]([C:22]([O:24][C:25]([CH3:28])([CH3:27])[CH3:26])=[O:23])[CH2:17]2)=[O:12], predict the reactants needed to synthesize it. (3) The reactants are: [H-].[Na+].[Br:3][C:4]1[CH:9]=[CH:8][C:7]([SH:10])=[CH:6][CH:5]=1.S(O[CH2:22][C@@H:23]1[CH2:27][CH2:26][CH2:25][N:24]1[C:28]([O:30][C:31]([CH3:34])([CH3:33])[CH3:32])=[O:29])(C1C=CC(C)=CC=1)(=O)=O. Given the product [Br:3][C:4]1[CH:9]=[CH:8][C:7]([S:10][CH2:22][C@@H:23]2[CH2:27][CH2:26][CH2:25][N:24]2[C:28]([O:30][C:31]([CH3:32])([CH3:34])[CH3:33])=[O:29])=[CH:6][CH:5]=1, predict the reactants needed to synthesize it. (4) The reactants are: [O:1]=[C:2]1[O:8][C@H:7]([C@H:9]([CH2:11][OH:12])[OH:10])[C:5]([O-:6])=[C:3]1[OH:4].[Sr:13].[Ca].[O:15]=[C:16]1[O:22][C@H:21]([C@H:23]([CH2:25][OH:26])[OH:24])[C:19]([OH:20])=[C:17]1[OH:18].C(=O)([O-])[O-].[Sr+2].C(=O)([O-])[O-].[Ca+2]. Given the product [O:1]=[C:2]1[O:8][C@H:7]([C@H:9]([CH2:11][OH:12])[OH:10])[C:5]([O-:6])=[C:3]1[OH:4].[Sr+2:13].[O:15]=[C:16]1[O:22][C@H:21]([C@H:23]([CH2:25][OH:26])[OH:24])[C:19]([O-:20])=[C:17]1[OH:18], predict the reactants needed to synthesize it.